This data is from Catalyst prediction with 721,799 reactions and 888 catalyst types from USPTO. The task is: Predict which catalyst facilitates the given reaction. (1) Reactant: O=[C:2]1[CH2:7][CH2:6][N:5]([C:8]([O:10][C:11]([CH3:14])([CH3:13])[CH3:12])=[O:9])[CH2:4][CH2:3]1.C(OP([CH2:23][C:24]([O:26][CH2:27][CH3:28])=[O:25])(OCC)=O)C.C(=O)([O-])[O-].[K+].[K+]. Product: [CH2:27]([O:26][C:24](=[O:25])[CH:23]=[C:2]1[CH2:7][CH2:6][N:5]([C:8]([O:10][C:11]([CH3:14])([CH3:13])[CH3:12])=[O:9])[CH2:4][CH2:3]1)[CH3:28]. The catalyst class is: 3. (2) Reactant: [CH3:1][O:2][C:3](=[O:11])[C:4]1[CH:9]=[CH:8][C:7]([NH2:10])=[CH:6][CH:5]=1.[Cl:12][C:13]1[CH:20]=[CH:19][C:18]([Cl:21])=[CH:17][C:14]=1[CH:15]=O.[CH2:22]=[C:23]([CH3:25])[CH3:24].FC(F)(F)S([O-])(=O)=O.[Yb+3].FC(F)(F)S([O-])(=O)=O.FC(F)(F)S([O-])(=O)=O. Product: [CH3:1][O:2][C:3]([C:4]1[CH:5]=[C:6]2[C:7](=[CH:8][CH:9]=1)[NH:10][CH:15]([C:14]1[CH:17]=[C:18]([Cl:21])[CH:19]=[CH:20][C:13]=1[Cl:12])[CH2:22][C:23]2([CH3:25])[CH3:24])=[O:11]. The catalyst class is: 144. (3) Reactant: [C:1]1([C@@H:7]([NH:19][C:20]2[CH:25]=[CH:24][CH:23]=[CH:22][CH:21]=2)[C:8]([O:10][C@@H:11]2[CH:16]3[CH2:17][CH2:18][N:13]([CH2:14][CH2:15]3)[CH2:12]2)=[O:9])[CH:6]=[CH:5][CH:4]=[CH:3][CH:2]=1.[Br:26][CH2:27][C:28]([C:30]1[CH:35]=[CH:34][CH:33]=[CH:32][C:31]=1[CH3:36])=[O:29]. Product: [Br-:26].[O:29]=[C:28]([C:30]1[CH:35]=[CH:34][CH:33]=[CH:32][C:31]=1[CH3:36])[CH2:27][N+:13]12[CH2:14][CH2:15][CH:16]([CH2:17][CH2:18]1)[C@@H:11]([O:10][C:8](=[O:9])[C@@H:7]([C:1]1[CH:2]=[CH:3][CH:4]=[CH:5][CH:6]=1)[NH:19][C:20]1[CH:25]=[CH:24][CH:23]=[CH:22][CH:21]=1)[CH2:12]2. The catalyst class is: 25. (4) Reactant: [Cl:1][C:2]1[C:11]2[C:6](=[CH:7][C:8]([O:14][CH3:15])=[C:9]([O:12][CH3:13])[CH:10]=2)[N:5]=[CH:4][CH:3]=1.[CH3:16][C:17]1[CH:22]=[CH:21][C:20]([NH2:23])=[CH:19][C:18]=1[NH:24][C:25](=[O:36])[C:26]1[CH:31]=[CH:30][C:29]([O:32][CH3:33])=[C:28]([O:34][CH3:35])[CH:27]=1. Product: [ClH:1].[CH3:35][O:34][C:28]1[CH:27]=[C:26]([CH:31]=[CH:30][C:29]=1[O:32][CH3:33])[C:25]([NH:24][C:18]1[CH:19]=[C:20]([CH:21]=[CH:22][C:17]=1[CH3:16])[NH:23][C:2]1[C:11]2[C:6](=[CH:7][C:8]([O:14][CH3:15])=[C:9]([O:12][CH3:13])[CH:10]=2)[N:5]=[CH:4][CH:3]=1)=[O:36]. The catalyst class is: 32.